The task is: Predict the reactants needed to synthesize the given product.. This data is from Full USPTO retrosynthesis dataset with 1.9M reactions from patents (1976-2016). Given the product [Cl:1][C:2]1[N:11]=[C:10]([NH2:22])[C:9]2[C:4](=[CH:5][CH:6]=[C:7]([O:13][C:14]3[CH:19]=[CH:18][C:17]([F:20])=[CH:16][C:15]=3[F:21])[CH:8]=2)[N:3]=1, predict the reactants needed to synthesize it. The reactants are: [Cl:1][C:2]1[N:11]=[C:10](Cl)[C:9]2[C:4](=[CH:5][CH:6]=[C:7]([O:13][C:14]3[CH:19]=[CH:18][C:17]([F:20])=[CH:16][C:15]=3[F:21])[CH:8]=2)[N:3]=1.[NH3:22].